From a dataset of Catalyst prediction with 721,799 reactions and 888 catalyst types from USPTO. Predict which catalyst facilitates the given reaction. (1) Reactant: Br[CH2:2][C:3]1[CH:13]=[CH:12][C:6]([C:7]([O:9][CH2:10][CH3:11])=[O:8])=[CH:5][C:4]=1[N+:14]([O-:16])=[O:15].[NH2:17][C:18]1[CH:19]=[C:20]([CH:23]=[CH:24][CH:25]=1)[C:21]#[N:22].C(=O)([O-])[O-].[K+].[K+]. Product: [C:21]([C:20]1[CH:19]=[C:18]([NH:17][CH2:2][C:3]2[CH:13]=[CH:12][C:6]([C:7]([O:9][CH2:10][CH3:11])=[O:8])=[CH:5][C:4]=2[N+:14]([O-:16])=[O:15])[CH:25]=[CH:24][CH:23]=1)#[N:22]. The catalyst class is: 10. (2) Reactant: [CH3:1][O:2][C:3]([C@H:5]1[CH2:10][CH2:9][C@H:8]([C:11](O)=[O:12])[CH2:7][CH2:6]1)=[O:4].CO. Product: [CH3:1][O:2][C:3]([C@H:5]1[CH2:10][CH2:9][C@H:8]([CH2:11][OH:12])[CH2:7][CH2:6]1)=[O:4]. The catalyst class is: 7. (3) Reactant: C([O:4][CH2:5][CH2:6][O:7][C:8]1[CH:13]=[C:12]([CH3:14])[C:11]([C:15]2[CH:20]=[CH:19][CH:18]=[C:17]([CH2:21][O:22][C:23]3[CH:24]=[CH:25][C:26]4[CH:27]([CH2:36][C:37]([O:39]CC)=[O:38])[C:28]5[C:33]([C:34]=4[CH:35]=3)=[CH:32][CH:31]=[CH:30][CH:29]=5)[C:16]=2[CH3:42])=[C:10]([CH3:43])[CH:9]=1)(=O)C.[OH-].[Na+:45].C(O)C.Cl. Product: [OH:4][CH2:5][CH2:6][O:7][C:8]1[CH:9]=[C:10]([CH3:43])[C:11]([C:15]2[CH:20]=[CH:19][CH:18]=[C:17]([CH2:21][O:22][C:23]3[CH:24]=[CH:25][C:26]4[CH:27]([CH2:36][C:37]([O-:39])=[O:38])[C:28]5[C:33]([C:34]=4[CH:35]=3)=[CH:32][CH:31]=[CH:30][CH:29]=5)[C:16]=2[CH3:42])=[C:12]([CH3:14])[CH:13]=1.[Na+:45]. The catalyst class is: 1. (4) Reactant: C(OC([N:8]1[CH2:13][CH2:12][CH2:11][CH:10]([C:14](=[O:35])[NH:15][CH:16]([CH2:26][CH2:27][CH2:28][C:29]2[CH:34]=[CH:33][CH:32]=[CH:31][CH:30]=2)[CH2:17][CH2:18][CH2:19][C:20]2[CH:25]=[CH:24][CH:23]=[CH:22][CH:21]=2)[CH2:9]1)=O)(C)(C)C.FC(F)(F)C(O)=O. Product: [C:20]1([CH2:19][CH2:18][CH2:17][CH:16]([NH:15][C:14]([CH:10]2[CH2:11][CH2:12][CH2:13][NH:8][CH2:9]2)=[O:35])[CH2:26][CH2:27][CH2:28][C:29]2[CH:34]=[CH:33][CH:32]=[CH:31][CH:30]=2)[CH:21]=[CH:22][CH:23]=[CH:24][CH:25]=1. The catalyst class is: 2. (5) Reactant: [NH2:1][C:2]1[N:3]=[C:4]2[CH:9]=[CH:8][C:7]([O:10][C:11]3[CH:12]=[C:13]([NH:17][C:18](=[O:29])[C:19]4[CH:24]=[CH:23][CH:22]=[C:21]([C:25]([F:28])([F:27])[F:26])[CH:20]=4)[CH:14]=[CH:15][CH:16]=3)=[N:6][N:5]2[CH:30]=1.[CH:31]1([C:36](Cl)=[O:37])[CH2:35][CH2:34][CH2:33][CH2:32]1.C(N(CC)CC)C. Product: [CH:31]1([C:36]([NH:1][C:2]2[N:3]=[C:4]3[CH:9]=[CH:8][C:7]([O:10][C:11]4[CH:12]=[C:13]([NH:17][C:18](=[O:29])[C:19]5[CH:24]=[CH:23][CH:22]=[C:21]([C:25]([F:28])([F:27])[F:26])[CH:20]=5)[CH:14]=[CH:15][CH:16]=4)=[N:6][N:5]3[CH:30]=2)=[O:37])[CH2:35][CH2:34][CH2:33][CH2:32]1. The catalyst class is: 7.